Task: Predict the product of the given reaction.. Dataset: Forward reaction prediction with 1.9M reactions from USPTO patents (1976-2016) (1) The product is: [CH3:31][S:32]([O:30][C@@:25]([C:19]1[CH:20]=[C:21]([Cl:24])[CH:22]=[CH:23][C:18]=1[NH2:17])([C:6]#[C:7][CH2:8][CH2:9][CH2:10][CH3:11])[C:26]([F:29])([F:27])[F:28])(=[O:34])=[O:33]. Given the reactants C([Zn]CC)C.[CH:6]#[C:7][CH2:8][CH2:9][CH2:10][CH3:11].[Li]CCCC.[NH2:17][C:18]1[CH:23]=[CH:22][C:21]([Cl:24])=[CH:20][C:19]=1[C:25](=[O:30])[C:26]([F:29])([F:28])[F:27].[CH3:31][S:32](O)(=[O:34])=[O:33], predict the reaction product. (2) Given the reactants [Cl:1][C:2]1[CH:7]=[C:6]([O:8][C:9]2[C:18]3[C:13](=[CH:14][C:15]([OH:21])=[C:16]([C:19]#[N:20])[CH:17]=3)[N:12]=[CH:11][CH:10]=2)[CH:5]=[CH:4][C:3]=1[NH:22][C:23]([NH:25][CH3:26])=[O:24].CN(C)C=O.C(=O)([O-])[O-].[K+].[K+].O.[C:39]([O:42][CH2:43][CH3:44])(=O)C, predict the reaction product. The product is: [C:19]([C:16]1[CH:17]=[C:18]2[C:13](=[CH:14][C:15]=1[O:21][CH2:44][C@H:43]1[CH2:39][O:42]1)[N:12]=[CH:11][CH:10]=[C:9]2[O:8][C:6]1[CH:5]=[CH:4][C:3]([NH:22][C:23]([NH:25][CH3:26])=[O:24])=[C:2]([Cl:1])[CH:7]=1)#[N:20].